The task is: Predict the reactants needed to synthesize the given product.. This data is from Full USPTO retrosynthesis dataset with 1.9M reactions from patents (1976-2016). Given the product [S:19]1[CH:23]=[CH:22][N:21]=[C:20]1[C:24]1([NH:28][C:15]([C:5]2[CH:4]=[CH:3][C:2]([Br:1])=[C:7]([O:8][CH2:9][C:10]3([CH3:14])[CH2:11][O:12][CH2:13]3)[N:6]=2)=[O:17])[CH2:27][O:26][CH2:25]1, predict the reactants needed to synthesize it. The reactants are: [Br:1][C:2]1[CH:3]=[CH:4][C:5]([C:15]([OH:17])=O)=[N:6][C:7]=1[O:8][CH2:9][C:10]1([CH3:14])[CH2:13][O:12][CH2:11]1.Cl.[S:19]1[CH:23]=[CH:22][N:21]=[C:20]1[C:24]1([NH2:28])[CH2:27][O:26][CH2:25]1.